Predict the product of the given reaction. From a dataset of Forward reaction prediction with 1.9M reactions from USPTO patents (1976-2016). (1) Given the reactants [CH3:1][NH:2][CH2:3][CH2:4][OH:5].[C:6]([O:13]C([O-])=O)([O:8][C:9]([CH3:12])([CH3:11])[CH3:10])=O, predict the reaction product. The product is: [CH3:12][C:9]([O:8][C:6](=[O:13])[N:2]([CH2:3][CH2:4][OH:5])[CH3:1])([CH3:10])[CH3:11]. (2) Given the reactants [NH2:1][CH2:2][C:3]1[C:12](=[O:13])[C:11]2[C:6](=[CH:7][C:8]([Cl:14])=[CH:9][CH:10]=2)[N:5]([C:15]2[CH:20]=[CH:19][CH:18]=[CH:17][CH:16]=2)[CH:4]=1.[CH3:21][O:22][C:23]1[CH:39]=[CH:38][CH:37]=[CH:36][C:24]=1[CH2:25][N:26]1[CH:31]=[CH:30][C:29]([C:32](O)=[O:33])=[CH:28][C:27]1=[O:35], predict the reaction product. The product is: [Cl:14][C:8]1[CH:7]=[C:6]2[C:11]([C:12](=[O:13])[C:3]([CH2:2][NH:1][C:32]([C:29]3[CH:30]=[CH:31][N:26]([CH2:25][C:24]4[CH:36]=[CH:37][CH:38]=[CH:39][C:23]=4[O:22][CH3:21])[C:27](=[O:35])[CH:28]=3)=[O:33])=[CH:4][N:5]2[C:15]2[CH:16]=[CH:17][CH:18]=[CH:19][CH:20]=2)=[CH:10][CH:9]=1. (3) Given the reactants Br[C:2]1[CH:11]=[CH:10][CH:9]=[C:8]2[C:3]=1[C:4](=[O:28])[N:5]([C:23]1[CH:27]=[CH:26][NH:25][N:24]=1)[C:6]([C@@H:12]([NH:15][C:16](=[O:22])[O:17][C:18]([CH3:21])([CH3:20])[CH3:19])[CH2:13][CH3:14])=[N:7]2.[CH:29]1(B(O)O)[CH2:31][CH2:30]1.C(=O)([O-])[O-].[Cs+].[Cs+].O1CCOCC1, predict the reaction product. The product is: [CH:29]1([C:2]2[CH:11]=[CH:10][CH:9]=[C:8]3[C:3]=2[C:4](=[O:28])[N:5]([C:23]2[CH:27]=[CH:26][NH:25][N:24]=2)[C:6]([C@@H:12]([NH:15][C:16](=[O:22])[O:17][C:18]([CH3:21])([CH3:20])[CH3:19])[CH2:13][CH3:14])=[N:7]3)[CH2:31][CH2:30]1. (4) The product is: [C:1]([O:5][C:6]([NH:8][C@H:9]1[CH2:10][C@H:11]([C:13]([O:15][CH2:23][C:24]2[CH:29]=[CH:28][CH:27]=[CH:26][CH:25]=2)=[O:14])[CH2:12]1)=[O:7])([CH3:4])([CH3:2])[CH3:3]. Given the reactants [C:1]([O:5][C:6]([NH:8][C@H:9]1[CH2:12][C@H:11]([C:13]([OH:15])=[O:14])[CH2:10]1)=[O:7])([CH3:4])([CH3:3])[CH3:2].C(=O)([O-])[O-].[K+].[K+].Br[CH2:23][C:24]1[CH:29]=[CH:28][CH:27]=[CH:26][CH:25]=1.O, predict the reaction product. (5) Given the reactants Br.C1COCC1.[Br:7][C:8]1[CH:13]=[CH:12][C:11]([C:14]2[CH:19]=[CH:18][C:17]([Br:20])=[CH:16][C:15]=2[CH2:21]O)=[C:10]([CH2:23][OH:24])[CH:9]=1, predict the reaction product. The product is: [Br:20][C:17]1[CH:18]=[CH:19][C:14]2[C:11]3[CH:12]=[CH:13][C:8]([Br:7])=[CH:9][C:10]=3[CH2:23][O:24][CH2:21][C:15]=2[CH:16]=1. (6) The product is: [CH2:36]([O:43][C:44]1[CH:45]=[C:46]2[C:52]([C:53]([NH:5][CH3:4])=[O:55])=[C:51]([C:56]3[CH:57]=[CH:58][C:59]([F:62])=[CH:60][CH:61]=3)[O:50][C:47]2=[CH:48][N:49]=1)[C:37]1[CH:42]=[CH:41][CH:40]=[CH:39][CH:38]=1. Given the reactants CN.C[CH2:4][N:5](C(C)C)C(C)C.CN(C(ON1N=NC2C=CC=NC1=2)=[N+](C)C)C.F[P-](F)(F)(F)(F)F.[CH2:36]([O:43][C:44]1[CH:45]=[C:46]2[C:52]([C:53]([OH:55])=O)=[C:51]([C:56]3[CH:61]=[CH:60][C:59]([F:62])=[CH:58][CH:57]=3)[O:50][C:47]2=[CH:48][N:49]=1)[C:37]1[CH:42]=[CH:41][CH:40]=[CH:39][CH:38]=1, predict the reaction product.